Dataset: Forward reaction prediction with 1.9M reactions from USPTO patents (1976-2016). Task: Predict the product of the given reaction. (1) Given the reactants [O:1]=[C:2]1[C:11]2[N:10]=[C:9]([C:12](=[O:20])[NH:13][O:14][CH2:15][CH2:16][CH2:17][CH:18]=[CH2:19])[CH:8]=[C:7]([C:21]([O:23]C)=[O:22])[C:6]=2[C:5]2[NH:25][C:26]([C:28]([O:30]C)=[O:29])=[CH:27][C:4]=2[C:3]21OCC[O:32]2.Cl.C(Cl)Cl.CO.[Li+].[OH-], predict the reaction product. The product is: [O:32]=[C:3]1[C:2](=[O:1])[C:11]2[N:10]=[C:9]([C:12](=[O:20])[NH:13][O:14][CH2:15][CH2:16][CH2:17][CH:18]=[CH2:19])[CH:8]=[C:7]([C:21]([OH:23])=[O:22])[C:6]=2[C:5]2[NH:25][C:26]([C:28]([OH:30])=[O:29])=[CH:27][C:4]1=2. (2) Given the reactants [C:1]([NH:5][C:6]1[CH:7]=[N:8][C:9]2[C:14]([C:15]=1[NH:16][CH2:17][CH2:18][O:19][CH2:20][CH2:21][NH:22][C:23](=[O:29])[O:24][C:25]([CH3:28])([CH3:27])[CH3:26])=[CH:13][CH:12]=[CH:11][CH:10]=2)(=O)[CH2:2][CH3:3].C(N(CC)CC)C, predict the reaction product. The product is: [CH2:2]([C:1]1[N:16]([CH2:17][CH2:18][O:19][CH2:20][CH2:21][NH:22][C:23](=[O:29])[O:24][C:25]([CH3:28])([CH3:27])[CH3:26])[C:15]2[C:14]3[CH:13]=[CH:12][CH:11]=[CH:10][C:9]=3[N:8]=[CH:7][C:6]=2[N:5]=1)[CH3:3]. (3) Given the reactants [Br:1][C:2]1[C:10]2[C:5](=[N:6][C:7]([CH3:26])=[C:8](C(OCC)=O)[C:9]=2[NH:11][S:12]([C:15]2[CH:20]=[CH:19][CH:18]=[CH:17][CH:16]=2)(=[O:14])=[O:13])[S:4][C:3]=1[C:27]1[CH:28]=[N:29][NH:30][CH:31]=1.[OH-].[Na+].C1(OC2C=CC=CC=2)C=CC=CC=1.N1C2C(=CC=CC=2)C=CC=1, predict the reaction product. The product is: [Br:1][C:2]1[C:10]2[C:5](=[N:6][C:7]([CH3:26])=[CH:8][C:9]=2[NH:11][S:12]([C:15]2[CH:20]=[CH:19][CH:18]=[CH:17][CH:16]=2)(=[O:14])=[O:13])[S:4][C:3]=1[C:27]1[CH:28]=[N:29][NH:30][CH:31]=1. (4) Given the reactants C1(P(C2CCCCC2)C2C=CC=CC=2C2C(C(C)C)=CC(C(C)C)=CC=2C(C)C)CCCCC1.[CH3:35][O:36][C:37]1[CH:38]=[C:39]([C:43]2[CH:44]=[N:45][C:46]([N:50]3[CH2:55][CH2:54][O:53][CH2:52][CH2:51]3)=[CH:47][C:48]=2[NH2:49])[CH:40]=[N:41][CH:42]=1.Cl[C:57]1[C:66]2[C:61](=[C:62]([Cl:67])[CH:63]=[CH:64][CH:65]=2)[N:60]=[C:59]([C:68]2[CH:73]=[CH:72][CH:71]=[CH:70][N:69]=2)[C:58]=1[CH3:74].CC(C)([O-])C.[Na+], predict the reaction product. The product is: [Cl:67][C:62]1[CH:63]=[CH:64][CH:65]=[C:66]2[C:61]=1[N:60]=[C:59]([C:68]1[CH:73]=[CH:72][CH:71]=[CH:70][N:69]=1)[C:58]([CH3:74])=[C:57]2[NH:49][C:48]1[CH:47]=[C:46]([N:50]2[CH2:55][CH2:54][O:53][CH2:52][CH2:51]2)[N:45]=[CH:44][C:43]=1[C:39]1[CH:40]=[N:41][CH:42]=[C:37]([O:36][CH3:35])[CH:38]=1. (5) Given the reactants C(O[C:4]([C:6]1[N:7]=[C:8]([C:26]#[N:27])[C:9]2[C:14]([C:15]=1[OH:16])=[CH:13][CH:12]=[C:11]([O:17][C:18]1[CH:23]=[CH:22][C:21]([F:24])=[CH:20][C:19]=1[Cl:25])[CH:10]=2)=[O:5])C.C([O:32][C:33](=[O:39])[C:34]([CH3:38])([CH3:37])[CH2:35][NH2:36])(C)(C)C.C(O)(=O)C, predict the reaction product. The product is: [Cl:25][C:19]1[CH:20]=[C:21]([F:24])[CH:22]=[CH:23][C:18]=1[O:17][C:11]1[CH:10]=[C:9]2[C:14]([C:15]([OH:16])=[C:6]([C:4]([NH:36][CH2:35][C:34]([CH3:38])([CH3:37])[C:33]([OH:39])=[O:32])=[O:5])[N:7]=[C:8]2[C:26]#[N:27])=[CH:13][CH:12]=1. (6) Given the reactants [Si]([O:8][CH2:9][CH2:10][O:11][C:12]1[CH:19]=[CH:18][C:15]([CH:16]=[O:17])=[CH:14][C:13]=1[CH3:20])(C(C)(C)C)(C)C.CC(O)=O.CCCC[N+](CCCC)(CCCC)CCCC.[F-], predict the reaction product. The product is: [OH:8][CH2:9][CH2:10][O:11][C:12]1[CH:19]=[CH:18][C:15]([CH:16]=[O:17])=[CH:14][C:13]=1[CH3:20]. (7) Given the reactants Cl[C:2]1[C:11]([CH3:12])=[C:10]([Cl:13])[C:9]2[C:4](=[CH:5][C:6]([F:15])=[CH:7][C:8]=2[F:14])[N:3]=1.[CH3:16][C:17]1[CH:22]=[CH:21][N:20]=[CH:19][C:18]=1B(O)O.C(=O)([O-])[O-].[K+].[K+], predict the reaction product. The product is: [Cl:13][C:10]1[C:9]2[C:4](=[CH:5][C:6]([F:15])=[CH:7][C:8]=2[F:14])[N:3]=[C:2]([C:18]2[CH:19]=[N:20][CH:21]=[CH:22][C:17]=2[CH3:16])[C:11]=1[CH3:12].